Predict which catalyst facilitates the given reaction. From a dataset of Catalyst prediction with 721,799 reactions and 888 catalyst types from USPTO. (1) Reactant: [CH3:1][O:2][C:3]1[CH:36]=[CH:35][C:6]([CH2:7][O:8][C:9]2[CH:10]=[C:11]([C:16]3[N:21]=[C:20]([C:22]([O:24][CH3:25])=[O:23])[CH:19]=[CH:18][C:17]=3B3OC(C)(C)C(C)(C)O3)[CH:12]=[CH:13][C:14]=2[Cl:15])=[CH:5][CH:4]=1.Br[C:38]1[C:43]([Cl:44])=[CH:42][C:41]([Cl:45])=[CH:40][N:39]=1.COCCOC.O.C([O-])([O-])=O.[K+].[K+]. Product: [CH3:1][O:2][C:3]1[CH:36]=[CH:35][C:6]([CH2:7][O:8][C:9]2[CH:10]=[C:11]([C:16]3[C:17]([C:38]4[C:43]([Cl:44])=[CH:42][C:41]([Cl:45])=[CH:40][N:39]=4)=[CH:18][CH:19]=[C:20]([C:22]([O:24][CH3:25])=[O:23])[N:21]=3)[CH:12]=[CH:13][C:14]=2[Cl:15])=[CH:5][CH:4]=1. The catalyst class is: 518. (2) Reactant: [C:1]([NH:5][C:6]1[C:7]([CH3:24])=[N:8][C:9]2[C:14]([N:15]=1)=[C:13]([C:16]1[NH:20][N:19]=[C:18]([C:21](O)=[O:22])[CH:17]=1)[CH:12]=[CH:11][CH:10]=2)([CH3:4])([CH3:3])[CH3:2].CC[N:27](C(C)C)C(C)C.N.F[P-](F)(F)(F)(F)F.N1(O[P+](N2CCCC2)(N2CCCC2)N2CCCC2)C2C=CC=CC=2N=N1. Product: [C:1]([NH:5][C:6]1[C:7]([CH3:24])=[N:8][C:9]2[C:14]([N:15]=1)=[C:13]([C:16]1[NH:20][N:19]=[C:18]([C:21]([NH2:27])=[O:22])[CH:17]=1)[CH:12]=[CH:11][CH:10]=2)([CH3:4])([CH3:2])[CH3:3]. The catalyst class is: 85. (3) Reactant: Cl.[CH:2]12[CH2:7][CH:6]1[CH2:5][CH2:4][NH:3]2.C(=O)([O-])[O-].[K+].[K+].Cl[CH2:15][CH2:16][CH2:17][O:18][C:19]1[CH:20]=[C:21]2[C:25](=[CH:26][CH:27]=1)[NH:24][C:23]([C:28]([N:30]1[CH2:35][CH2:34][O:33][CH2:32][CH2:31]1)=[O:29])=[CH:22]2. Product: [CH:2]12[CH2:7][CH:6]1[CH2:5][CH2:4][N:3]2[CH2:15][CH2:16][CH2:17][O:18][C:19]1[CH:20]=[C:21]2[C:25](=[CH:26][CH:27]=1)[NH:24][C:23]([C:28]([N:30]1[CH2:35][CH2:34][O:33][CH2:32][CH2:31]1)=[O:29])=[CH:22]2. The catalyst class is: 10. (4) Reactant: [CH3:1][O:2][C:3]1[CH:10]=[CH:9][C:6]([CH2:7][NH2:8])=[CH:5][CH:4]=1.[Br:11][C:12]1[CH:17]=[C:16]([N+:18]([O-:20])=[O:19])[CH:15]=[C:14]([Br:21])[C:13]=1[CH2:22]Br.C([O-])([O-])=O.[K+].[K+]. Product: [Br:11][C:12]1[CH:17]=[C:16]([N+:18]([O-:20])=[O:19])[CH:15]=[C:14]([Br:21])[C:13]=1[CH2:22][NH:8][CH2:7][C:6]1[CH:9]=[CH:10][C:3]([O:2][CH3:1])=[CH:4][CH:5]=1. The catalyst class is: 3. (5) Reactant: [CH:1]1([C:4]2[CH:5]=[CH:6][C:7]([C:15]([OH:17])=O)=[N:8][C:9]=2[O:10][CH2:11][CH:12]2[CH2:14][CH2:13]2)[CH2:3][CH2:2]1.[F:18][C:19]([F:29])([F:28])[CH:20]([C:22]1[CH:27]=[CH:26][CH:25]=[CH:24][N:23]=1)[NH2:21].CO. Product: [F:29][C:19]([F:18])([F:28])[CH:20]([NH:21][C:15]([C:7]1[CH:6]=[CH:5][C:4]([CH:1]2[CH2:2][CH2:3]2)=[C:9]([O:10][CH2:11][CH:12]2[CH2:13][CH2:14]2)[N:8]=1)=[O:17])[C:22]1[CH:27]=[CH:26][CH:25]=[CH:24][N:23]=1. The catalyst class is: 194. (6) Reactant: Br.[NH:2]1[CH2:7][CH2:6][CH:5]([C:8]2[NH:9][C:10](=[O:18])[C:11]3[C:16]([CH:17]=2)=[CH:15][CH:14]=[CH:13][CH:12]=3)[CH2:4][CH2:3]1.C=O.[C:21]([BH3-])#N.[Na+].C(O)(=O)C. Product: [CH3:21][N:2]1[CH2:7][CH2:6][CH:5]([C:8]2[NH:9][C:10](=[O:18])[C:11]3[C:16]([CH:17]=2)=[CH:15][CH:14]=[CH:13][CH:12]=3)[CH2:4][CH2:3]1. The catalyst class is: 10. (7) Reactant: [F:1][C:2]1[CH:9]=[C:8]([B:10]2[O:14]C(C)(C)C(C)(C)[O:11]2)[CH:7]=[C:6]([F:19])[C:3]=1[C:4]#[N:5]. Product: [C:4]([C:3]1[C:2]([F:1])=[CH:9][C:8]([B:10]([OH:14])[OH:11])=[CH:7][C:6]=1[F:19])#[N:5]. The catalyst class is: 95.